Task: Binary Classification. Given a miRNA mature sequence and a target amino acid sequence, predict their likelihood of interaction.. Dataset: Experimentally validated miRNA-target interactions with 360,000+ pairs, plus equal number of negative samples Result: 0 (no interaction). The protein sequence of the target gene is MIHELLLALSGYPGSIFTWNKRSGLQVSQDFPFLHPSETSVLNRLCRLGTDYIRFTEFIEQYTGHVQQQDHHPPQQGQGGLHGIYLRAFCTGLDSVLQPYRQALLDLEQEFLADPHLSISHVNYSLDQFQLLFPSVMVVVEQIKSQKIHGCQILETVYKHSCGGLPPVRSALEKILAVCHGVMYKQLSAWMLHGLLLDQHEEFFIKQGPSSGTLSAQLEEDEEDLGIGGLTGKQLRELQDLRLIEEENMLAPSLKQFSLRVEILPSYIPVRVAEKILFVGESVQMFENQNVNLTRKGSIL.... The miRNA is mmu-miR-202-5p with sequence UUCCUAUGCAUAUACUUCUUU.